From a dataset of Reaction yield outcomes from USPTO patents with 853,638 reactions. Predict the reaction yield, written as a fraction of the theoretical maximum amount of product (1.0 means a 100% yield; for example, 0.34 means a 34% yield). The reactants are Br[C:2]1[O:6][C:5]([CH:7]=[CH:8][C:9]([O:11][CH3:12])=[O:10])=[CH:4][CH:3]=1.[C:13]([CH2:22][N-:23][CH2:24][C:25]1[CH:30]=[CH:29][CH:28]=[C:27](B2OC(C)(C)C(C)(C)O2)[CH:26]=1)(=O)[CH2:14][CH2:15][CH2:16][CH2:17][CH2:18][CH2:19]C.[OH2:40].[CH3:41]N(C)C=O. The catalyst is P([O-])([O-])([O-])=O.[K+].[K+].[K+].C1C=CC([P]([Pd]([P](C2C=CC=CC=2)(C2C=CC=CC=2)C2C=CC=CC=2)([P](C2C=CC=CC=2)(C2C=CC=CC=2)C2C=CC=CC=2)[P](C2C=CC=CC=2)(C2C=CC=CC=2)C2C=CC=CC=2)(C2C=CC=CC=2)C2C=CC=CC=2)=CC=1. The product is [CH3:41][N:23]([CH2:24][C:25]1[CH:26]=[C:27]([C:2]2[O:6][C:5]([CH:7]=[CH:8][C:9]([O:11][CH3:12])=[O:10])=[CH:4][CH:3]=2)[CH:28]=[CH:29][CH:30]=1)[C:22](=[O:40])[CH2:13][CH2:14][CH2:15][CH2:16][CH2:17][CH2:18][CH3:19]. The yield is 0.780.